From a dataset of Reaction yield outcomes from USPTO patents with 853,638 reactions. Predict the reaction yield, written as a fraction of the theoretical maximum amount of product (1.0 means a 100% yield; for example, 0.34 means a 34% yield). The reactants are [Cl:1][C:2]1[CH:10]=[C:6]([C:7]([OH:9])=O)[C:5]([OH:11])=[CH:4][CH:3]=1.[N+:12]([C:15]1[CH:21]=[CH:20][C:19]([C:22]([F:25])([F:24])[F:23])=[CH:18][C:16]=1[NH2:17])([O-:14])=[O:13]. No catalyst specified. The product is [Cl:1][C:2]1[CH:3]=[CH:4][C:5]([OH:11])=[C:6]([CH:10]=1)[C:7]([NH:17][C:16]1[CH:18]=[C:19]([C:22]([F:25])([F:24])[F:23])[CH:20]=[CH:21][C:15]=1[N+:12]([O-:14])=[O:13])=[O:9]. The yield is 0.0810.